Dataset: Full USPTO retrosynthesis dataset with 1.9M reactions from patents (1976-2016). Task: Predict the reactants needed to synthesize the given product. (1) Given the product [Cl:42][C:43]1[CH:44]=[C:45]([CH2:54][C:55]([OH:57])=[O:56])[CH:46]=[CH:47][C:48]=1[O:49][CH2:50][CH2:51][CH2:52][CH3:53], predict the reactants needed to synthesize it. The reactants are: ClC1C=C(CC(OCC)=O)C=CC=1O.ClC1C=C(CCO)C=CC=1OCCCC.ClC1C=C(CC(O)=O)C=CC=1O.[Cl:42][C:43]1[CH:44]=[C:45]([CH2:54][C:55]([O:57]CC)=[O:56])[CH:46]=[CH:47][C:48]=1[O:49][CH2:50][CH2:51][CH2:52][CH3:53].ICCCC. (2) Given the product [CH3:7][O:8][C:9]1[CH:10]=[CH:11][C:12]([N:15]2[CH2:20][CH2:19][N:18]([C:21]3[C:22]([CH3:35])=[C:23]([CH3:34])[C:24]4[O:28][C:27]([CH3:29])([CH3:30])[CH:26]([N:1]5[CH2:6][CH2:5][O:4][CH2:3][CH2:2]5)[C:25]=4[C:32]=3[CH3:33])[CH2:17][CH2:16]2)=[CH:13][CH:14]=1, predict the reactants needed to synthesize it. The reactants are: [NH:1]1[CH2:6][CH2:5][O:4][CH2:3][CH2:2]1.[CH3:7][O:8][C:9]1[CH:14]=[CH:13][C:12]([N:15]2[CH2:20][CH2:19][N:18]([C:21]3[C:22]([CH3:35])=[C:23]([CH3:34])[C:24]4[O:28][C:27]([CH3:30])([CH3:29])[CH:26](O)[C:25]=4[C:32]=3[CH3:33])[CH2:17][CH2:16]2)=[CH:11][CH:10]=1. (3) Given the product [Cl:18][C:10]1[C:11]([C:12]2[NH:14][C:15](=[O:16])[N:29]([C:26]3[CH:27]=[CH:28][C:23]([Cl:22])=[CH:24][CH:25]=3)[N:30]=2)=[CH:17][C:7]([CH2:6][NH:5][C:3](=[O:4])[C:2]([F:21])([F:20])[F:1])=[C:8]([F:19])[CH:9]=1, predict the reactants needed to synthesize it. The reactants are: [F:1][C:2]([F:21])([F:20])[C:3]([NH:5][CH2:6][C:7]1[C:8]([F:19])=[CH:9][C:10]([Cl:18])=[C:11]([CH:17]=1)[C:12]([N:14]=[C:15]=[O:16])=O)=[O:4].[Cl:22][C:23]1[CH:28]=[CH:27][C:26]([NH:29][NH:30]C(OC(C)(C)C)=O)=[CH:25][CH:24]=1.FC(F)(F)C(O)=O. (4) The reactants are: C(OC(=O)[NH:7][C@H:8]([C:30](=[O:33])[NH:31][CH3:32])[CH2:9][C:10]1[CH:15]=[CH:14][C:13]([O:16]CC2C=CC=CC=2)=[C:12]([O:24][C:25](=[O:29])[NH:26][CH2:27][CH3:28])[CH:11]=1)(C)(C)C.CCOCC.[ClH:40].O1CCOCC1. Given the product [Cl-:40].[CH2:27]([NH:26][C:25]([O:24][C:12]1[CH:11]=[C:10]([CH2:9][C@H:8]([NH3+:7])[C:30](=[O:33])[NH:31][CH3:32])[CH:15]=[CH:14][C:13]=1[OH:16])=[O:29])[CH3:28], predict the reactants needed to synthesize it. (5) The reactants are: [NH2:1][CH:2]([CH3:42])[CH2:3][O:4][C@@H:5]([C:35]1[CH:40]=[CH:39][CH:38]=[C:37]([Cl:41])[CH:36]=1)[C@@H:6]1[CH2:11][CH2:10][CH2:9][N:8]([C:12]([NH:14][C@@H:15]([CH2:28][CH:29]2[CH2:34][CH2:33][CH2:32][CH2:31][CH2:30]2)[CH2:16][N:17]([CH3:27])[C:18](=[O:26])[O:19][CH2:20][CH2:21][Si:22]([CH3:25])([CH3:24])[CH3:23])=[O:13])[CH2:7]1.CCN(C(C)C)C(C)C.Cl[C:53]([O:55][CH3:56])=[O:54]. Given the product [CH3:56][O:55][C:53]([NH:1][CH:2]([CH3:42])[CH2:3][O:4][C@@H:5]([C:35]1[CH:40]=[CH:39][CH:38]=[C:37]([Cl:41])[CH:36]=1)[C@@H:6]1[CH2:11][CH2:10][CH2:9][N:8]([C:12]([NH:14][C@@H:15]([CH2:28][CH:29]2[CH2:30][CH2:31][CH2:32][CH2:33][CH2:34]2)[CH2:16][N:17]([CH3:27])[C:18](=[O:26])[O:19][CH2:20][CH2:21][Si:22]([CH3:25])([CH3:24])[CH3:23])=[O:13])[CH2:7]1)=[O:54], predict the reactants needed to synthesize it.